The task is: Predict the reaction yield, written as a fraction of the theoretical maximum amount of product (1.0 means a 100% yield; for example, 0.34 means a 34% yield).. This data is from Reaction yield outcomes from USPTO patents with 853,638 reactions. (1) The reactants are [OH:1][CH2:2][CH2:3][N:4]1[CH2:9][CH2:8][N:7]([C:10]2[N:11]([C:21]3[CH:26]=[CH:25][CH:24]=[CH:23][CH:22]=3)[C:12]3[C:17]([C:18]=2[CH:19]=[O:20])=[CH:16][CH:15]=[CH:14][CH:13]=3)[CH2:6][CH2:5]1.[P:27](Cl)([O:32][CH2:33][CH3:34])([O:29][CH2:30][CH3:31])=[O:28]. No catalyst specified. The product is [CH:19]([C:18]1[C:17]2[C:12](=[CH:13][CH:14]=[CH:15][CH:16]=2)[N:11]([C:21]2[CH:26]=[CH:25][CH:24]=[CH:23][CH:22]=2)[C:10]=1[N:7]1[CH2:6][CH2:5][N:4]([CH2:3][CH2:2][O:1][P:27](=[O:28])([O:32][CH2:33][CH3:34])[O:29][CH2:30][CH3:31])[CH2:9][CH2:8]1)=[O:20]. The yield is 0.710. (2) The reactants are [CH3:1][C:2]1[C:3]([C:11]2[S:15][C:14]([C:16]([OH:18])=O)=[CH:13][CH:12]=2)=[N:4][O:5][C:6]=1[C:7]([F:10])([F:9])[F:8].[CH:19]1([CH2:22][NH2:23])[CH2:21][CH2:20]1. No catalyst specified. The product is [CH:19]1([CH2:22][NH:23][C:16]([C:14]2[S:15][C:11]([C:3]3[C:2]([CH3:1])=[C:6]([C:7]([F:8])([F:9])[F:10])[O:5][N:4]=3)=[CH:12][CH:13]=2)=[O:18])[CH2:21][CH2:20]1. The yield is 0.670. (3) The reactants are Cl[S:2]([OH:5])(=[O:4])=[O:3].[C:6]([O:14][C:15]1[CH:20]=[CH:19][CH:18]=[C:17]([O:21][CH3:22])[CH:16]=1)(=[O:13])[C:7]1[CH:12]=[CH:11][CH:10]=[CH:9][CH:8]=1. The catalyst is ClCCl. The product is [C:6]([O:14][C:15]1[CH:20]=[CH:19][C:18]([S:2]([OH:5])(=[O:4])=[O:3])=[C:17]([O:21][CH3:22])[CH:16]=1)(=[O:13])[C:7]1[CH:8]=[CH:9][CH:10]=[CH:11][CH:12]=1. The yield is 0.150.